Dataset: Reaction yield outcomes from USPTO patents with 853,638 reactions. Task: Predict the reaction yield, written as a fraction of the theoretical maximum amount of product (1.0 means a 100% yield; for example, 0.34 means a 34% yield). (1) The reactants are [Na].[CH2:2]([N:9]1[C:13](=[O:14])/[C:12](=[C:15](/[NH:17][CH2:18][C:19]2[CH:24]=[CH:23][CH:22]=[CH:21][N:20]=2)\[CH3:16])/[C:11]([CH2:25][C:26]([O:28]C)=O)=[N:10]1)[C:3]1[CH:8]=[CH:7][CH:6]=[CH:5][CH:4]=1.Cl. The catalyst is CC(O)C. The product is [CH2:2]([N:9]1[C:13](=[O:14])[C:12]2=[C:15]([CH3:16])[N:17]([CH2:18][C:19]3[CH:24]=[CH:23][CH:22]=[CH:21][N:20]=3)[C:26](=[O:28])[CH:25]=[C:11]2[NH:10]1)[C:3]1[CH:8]=[CH:7][CH:6]=[CH:5][CH:4]=1. The yield is 0.970. (2) The reactants are Cl.[NH2:2][C@@H:3]1[C:17](=[O:18])[N:16]2[CH2:19][C@H:20]([O:22][C:23]3[N:24]=[C:25]4[C:30](=[C:31]5[C:36]=3[CH:35]=[CH:34][CH:33]=[CH:32]5)[CH:29]=[CH:28][CH:27]=[CH:26]4)[CH2:21][C@H:15]2[C:14](=[O:37])[NH:13][C@:12]2([C:39]([NH:41][S:42]([CH:45]3[CH2:47][CH2:46]3)(=[O:44])=[O:43])=[O:40])[CH2:38][C@H:11]2[CH:10]=[CH:9][CH2:8][CH2:7][CH2:6][CH2:5][CH2:4]1.[N:48]1[CH:53]=[CH:52][N:51]=[CH:50][C:49]=1[C:54](O)=[O:55].CN(C(ON1N=NC2C=CC=NC1=2)=[N+](C)C)C.F[P-](F)(F)(F)(F)F.C(N(C(C)C)CC)(C)C. The catalyst is CN(C)C=O. The product is [CH:45]1([S:42]([NH:41][C:39]([C@@:12]23[CH2:38][C@H:11]2[CH:10]=[CH:9][CH2:8][CH2:7][CH2:6][CH2:5][CH2:4][C@H:3]([NH:2][C:54]([C:49]2[CH:50]=[N:51][CH:52]=[CH:53][N:48]=2)=[O:55])[C:17](=[O:18])[N:16]2[CH2:19][C@H:20]([O:22][C:23]4[N:24]=[C:25]5[C:30](=[C:31]6[C:36]=4[CH:35]=[CH:34][CH:33]=[CH:32]6)[CH:29]=[CH:28][CH:27]=[CH:26]5)[CH2:21][C@H:15]2[C:14](=[O:37])[NH:13]3)=[O:40])(=[O:43])=[O:44])[CH2:46][CH2:47]1. The yield is 0.440. (3) The reactants are Br[CH:2]([CH3:26])[C:3]([C:5]1[CH:25]=[CH:24][C:8]([O:9][CH2:10][CH2:11][CH2:12][CH2:13][CH2:14][O:15][C:16]2[CH:23]=[CH:22][C:19]([C:20]#[N:21])=[CH:18][CH:17]=2)=[CH:7][CH:6]=1)=O.C(O)C.[C:30]([NH2:33])(=[S:32])[CH3:31]. The catalyst is C(OCC)(=O)C. The product is [CH3:31][C:30]1[S:32][C:2]([CH3:26])=[C:3]([C:5]2[CH:25]=[CH:24][C:8]([O:9][CH2:10][CH2:11][CH2:12][CH2:13][CH2:14][O:15][C:16]3[CH:23]=[CH:22][C:19]([C:20]#[N:21])=[CH:18][CH:17]=3)=[CH:7][CH:6]=2)[N:33]=1. The yield is 0.750. (4) The reactants are C(OC([N:8]1[CH2:13][CH2:12][CH:11]([CH2:14][NH:15][C:16]2[N:21]3[N:22]=[CH:23][C:24]([Br:25])=[C:20]3[N:19]=[C:18]([C:26]3[CH:31]=[CH:30][CH:29]=[CH:28][C:27]=3[Cl:32])[CH:17]=2)[CH2:10][CH2:9]1)=O)(C)(C)C.S(=O)(=O)(O)O. The catalyst is CO.O1CCOCC1. The product is [Br:25][C:24]1[CH:23]=[N:22][N:21]2[C:16]([NH:15][CH2:14][CH:11]3[CH2:10][CH2:9][NH:8][CH2:13][CH2:12]3)=[CH:17][C:18]([C:26]3[CH:31]=[CH:30][CH:29]=[CH:28][C:27]=3[Cl:32])=[N:19][C:20]=12. The yield is 0.880. (5) The reactants are [C:1]([O:5][C:6]([N:8]1[CH2:14][CH2:13][C:12]2[C:15]([S:20][CH2:21][CH2:22][CH2:23][N:24]3C(=O)C4C(=CC=CC=4)C3=O)=[C:16]([Cl:19])[CH:17]=[CH:18][C:11]=2[CH2:10][CH2:9]1)=[O:7])([CH3:4])([CH3:3])[CH3:2].NN. The catalyst is C(O)C. The product is [NH2:24][CH2:23][CH2:22][CH2:21][S:20][C:15]1[C:12]2[CH2:13][CH2:14][N:8]([C:6]([O:5][C:1]([CH3:3])([CH3:2])[CH3:4])=[O:7])[CH2:9][CH2:10][C:11]=2[CH:18]=[CH:17][C:16]=1[Cl:19]. The yield is 0.970. (6) The reactants are [Sn](Cl)Cl.[C:4]([O:8][C:9]([N:11]([C:19]1[C:24]([C:25]2[O:29][N:28]=[C:27]([C:30]3[CH:35]=[CH:34][C:33]([N+:36]([O-])=O)=[CH:32][CH:31]=3)[CH:26]=2)=[N:23][C:22]([C:39]2[CH:44]=[CH:43][C:42]([S:45]([CH:48]([CH3:50])[CH3:49])(=[O:47])=[O:46])=[CH:41][CH:40]=2)=[CH:21][N:20]=1)[C:12](=[O:18])[O:13][C:14]([CH3:17])([CH3:16])[CH3:15])=[O:10])([CH3:7])([CH3:6])[CH3:5]. The catalyst is C(O)C. The product is [NH2:36][C:33]1[CH:32]=[CH:31][C:30]([C:27]2[CH:26]=[C:25]([C:24]3[C:19]([N:11]([C:12]([O:13][C:14]([CH3:15])([CH3:16])[CH3:17])=[O:18])[C:9](=[O:10])[O:8][C:4]([CH3:5])([CH3:6])[CH3:7])=[N:20][CH:21]=[C:22]([C:39]4[CH:40]=[CH:41][C:42]([S:45]([CH:48]([CH3:50])[CH3:49])(=[O:47])=[O:46])=[CH:43][CH:44]=4)[N:23]=3)[O:29][N:28]=2)=[CH:35][CH:34]=1. The yield is 0.610.